From a dataset of Catalyst prediction with 721,799 reactions and 888 catalyst types from USPTO. Predict which catalyst facilitates the given reaction. (1) Reactant: C(O[C:4]([C:6]1[N:11]=[C:10]([CH2:12][C:13]2[CH:18]=[CH:17][CH:16]=[CH:15][CH:14]=2)[C:9]2[S:19][C:20]([C:22]3[CH:27]=[CH:26][CH:25]=[CH:24][CH:23]=3)=[N:21][C:8]=2[C:7]=1[OH:28])=[O:5])C.[NH2:29][CH2:30][C:31]([OH:33])=[O:32]. Product: [CH2:12]([C:10]1[C:9]2[S:19][C:20]([C:22]3[CH:23]=[CH:24][CH:25]=[CH:26][CH:27]=3)=[N:21][C:8]=2[C:7]([OH:28])=[C:6]([C:4]([NH:29][CH2:30][C:31]([OH:33])=[O:32])=[O:5])[N:11]=1)[C:13]1[CH:14]=[CH:15][CH:16]=[CH:17][CH:18]=1. The catalyst class is: 779. (2) Reactant: [NH2:1][C:2]1[C:10]([C:11]([OH:13])=[O:12])=[C:9]2[C:5]([CH:6]=[N:7][NH:8]2)=[CH:4][C:3]=1[CH3:14].[Cl:15][C:16]1[C:17]([N:22]2[C:26]([C:27](O)=O)=[CH:25][C:24]([O:30][CH2:31][C:32]([F:35])([F:34])[F:33])=[N:23]2)=[N:18][CH:19]=[CH:20][CH:21]=1.N1C=CC=CC=1.CS(Cl)(=O)=O. Product: [Cl:15][C:16]1[C:17]([N:22]2[C:26]([C:27]3[O:12][C:11](=[O:13])[C:10]4[C:2](=[C:3]([CH3:14])[CH:4]=[C:5]5[CH:6]=[N:7][NH:8][C:9]5=4)[N:1]=3)=[CH:25][C:24]([O:30][CH2:31][C:32]([F:35])([F:33])[F:34])=[N:23]2)=[N:18][CH:19]=[CH:20][CH:21]=1. The catalyst class is: 7. (3) Reactant: [CH:1]([N:14]1[CH2:17][C:16](O)([C:18]#[N:19])[CH2:15]1)([C:8]1[CH:13]=[CH:12][CH:11]=[CH:10][CH:9]=1)[C:2]1[CH:7]=[CH:6][CH:5]=[CH:4][CH:3]=1.CCN(S(F)(F)[F:27])CC.C([O-])(O)=O.[Na+]. Product: [CH:1]([N:14]1[CH2:17][C:16]([F:27])([C:18]#[N:19])[CH2:15]1)([C:8]1[CH:13]=[CH:12][CH:11]=[CH:10][CH:9]=1)[C:2]1[CH:7]=[CH:6][CH:5]=[CH:4][CH:3]=1. The catalyst class is: 2. (4) Reactant: Cl.[Cl:2][C:3]1[C:8]([Cl:9])=[CH:7][CH:6]=[CH:5][C:4]=1[N:10]1[CH2:15][CH2:14][NH:13][CH2:12][CH2:11]1.C(=O)([O-])[O-].[K+].[K+].Br[CH2:23][CH2:24][N:25]1[C:33](=[O:34])[C:32]2[C:27](=[CH:28][CH:29]=[CH:30][CH:31]=2)[C:26]1=[O:35].O. Product: [Cl:2][C:3]1[C:8]([Cl:9])=[CH:7][CH:6]=[CH:5][C:4]=1[N:10]1[CH2:15][CH2:14][N:13]([CH2:23][CH2:24][N:25]2[C:26](=[O:35])[C:27]3[C:32](=[CH:31][CH:30]=[CH:29][CH:28]=3)[C:33]2=[O:34])[CH2:12][CH2:11]1. The catalyst class is: 3.